Dataset: Forward reaction prediction with 1.9M reactions from USPTO patents (1976-2016). Task: Predict the product of the given reaction. (1) Given the reactants [CH:1]1([C:7]([C:9]2[O:10][C:11]3[CH:18]=[CH:17][C:16]([OH:19])=[CH:15][C:12]=3[C:13]=2[CH3:14])=[O:8])[CH2:6][CH2:5][CH2:4][CH2:3][CH2:2]1.[CH3:20][S:21][CH2:22][CH2:23]O.C(P(CCCC)CCCC)CCC.N(C(N1CCCCC1)=O)=NC(N1CCCCC1)=O, predict the reaction product. The product is: [CH:1]1([C:7]([C:9]2[O:10][C:11]3[CH:18]=[CH:17][C:16]([O:19][CH2:23][CH2:22][S:21][CH3:20])=[CH:15][C:12]=3[C:13]=2[CH3:14])=[O:8])[CH2:2][CH2:3][CH2:4][CH2:5][CH2:6]1. (2) The product is: [F:43][C:41]1[CH:42]=[C:37]([CH:38]=[C:39]([F:44])[CH:40]=1)[CH2:36][C@H:22]([NH:21][C:15]([C:12]1[CH:13]=[C:14]2[C:9]([CH:8]=[CH:7][N:6]=[C:5]2[N:4]([CH2:1][CH2:2][CH3:3])[CH2:18][CH2:19][CH3:20])=[CH:10][CH:11]=1)=[O:17])[C@H:23]([OH:35])[CH2:24][NH:25][CH2:26][C:27]1[CH:32]=[CH:31][CH:30]=[C:29]([CH2:33][CH3:34])[CH:28]=1. Given the reactants [CH2:1]([N:4]([CH2:18][CH2:19][CH3:20])[C:5]1[C:14]2[C:9](=[CH:10][CH:11]=[C:12]([C:15]([OH:17])=O)[CH:13]=2)[CH:8]=[CH:7][N:6]=1)[CH2:2][CH3:3].[NH2:21][C@@H:22]([CH2:36][C:37]1[CH:42]=[C:41]([F:43])[CH:40]=[C:39]([F:44])[CH:38]=1)[C@H:23]([OH:35])[CH2:24][NH:25][CH2:26][C:27]1[CH:32]=[CH:31][CH:30]=[C:29]([CH2:33][CH3:34])[CH:28]=1.C1C=CC2N(O)N=NC=2C=1.CCN(C(C)C)C(C)C.CN(C(ON1N=NC2C=CC=NC1=2)=[N+](C)C)C.F[P-](F)(F)(F)(F)F, predict the reaction product. (3) Given the reactants ClCCl.[OH:4][CH2:5][CH2:6][CH2:7][CH2:8][CH2:9][CH2:10][CH2:11][CH2:12][C:13]([O:15][CH3:16])=[O:14].N1C=CC=CC=1.[CH3:23][S:24](Cl)(=[O:26])=[O:25], predict the reaction product. The product is: [CH3:23][S:24]([O:4][CH2:5][CH2:6][CH2:7][CH2:8][CH2:9][CH2:10][CH2:11][CH2:12][C:13]([O:15][CH3:16])=[O:14])(=[O:26])=[O:25]. (4) Given the reactants [O:1]=[C:2]1[N:6]([C:7]2[CH:8]=[CH:9][C:10]3[C:16](=[O:17])[CH2:15][CH2:14][CH2:13][CH2:12][C:11]=3[CH:18]=2)[CH2:5][C@H:4]([CH2:19][NH:20][C:21](=[O:23])[CH3:22])[O:3]1.[CH3:24][N:25]1[CH:29]=[CH:28][CH:27]=[C:26]1[CH:30]=O.N1CCCCC1, predict the reaction product. The product is: [CH3:24][N:25]1[CH:29]=[CH:28][CH:27]=[C:26]1[CH:30]=[C:15]1[CH2:14][CH2:13][CH2:12][C:11]2[CH:18]=[C:7]([N:6]3[CH2:5][C@H:4]([CH2:19][NH:20][C:21](=[O:23])[CH3:22])[O:3][C:2]3=[O:1])[CH:8]=[CH:9][C:10]=2[C:16]1=[O:17]. (5) Given the reactants Cl[C:2]1[CH:7]=[C:6]([O:8][CH2:9][C:10]#[C:11][CH3:12])[N:5]=[CH:4][N:3]=1.C(=O)([O-])[O-].[K+].[K+].[C:19]([C:21]1[CH:26]=[CH:25][C:24]([OH:27])=[CH:23][CH:22]=1)#[N:20].[Cl-].[NH4+], predict the reaction product. The product is: [CH2:9]([O:8][C:6]1[CH:7]=[C:2]([O:27][C:24]2[CH:25]=[CH:26][C:21]([C:19]#[N:20])=[CH:22][CH:23]=2)[N:3]=[CH:4][N:5]=1)[C:10]#[C:11][CH3:12].